From a dataset of Forward reaction prediction with 1.9M reactions from USPTO patents (1976-2016). Predict the product of the given reaction. (1) Given the reactants [Cl:1][C:2]1[CH:7]=[CH:6][C:5]([C@H:8]([C@@H:27]([CH3:32])[C:28]([F:31])([F:30])[F:29])[C:9]([NH:11][C:12]2[CH:13]=[C:14]([CH2:19][CH:20]([CH3:26])[C:21]([O:23]CC)=[O:22])[CH:15]=[CH:16][C:17]=2[F:18])=[O:10])=[CH:4][CH:3]=1.[OH-].[Li+].Cl, predict the reaction product. The product is: [Cl:1][C:2]1[CH:7]=[CH:6][C:5]([CH:8]([C@@H:27]([CH3:32])[C:28]([F:31])([F:29])[F:30])[C:9]([NH:11][C:12]2[CH:13]=[C:14]([CH2:19][CH:20]([CH3:26])[C:21]([OH:23])=[O:22])[CH:15]=[CH:16][C:17]=2[F:18])=[O:10])=[CH:4][CH:3]=1. (2) Given the reactants [OH:1][C:2]1[CH:7]=[CH:6][C:5]([CH2:8][CH2:9][CH2:10][OH:11])=[CH:4][CH:3]=1.[OH-:12].[Na+].[CH2:14]([C:16]([CH3:18])=O)[CH3:15].Cl.C1[CH2:24][O:23]CC1, predict the reaction product. The product is: [CH3:18][C:16]([O:1][C:2]1[CH:3]=[CH:4][C:5]([CH2:8][CH2:9][CH2:10][OH:11])=[CH:6][CH:7]=1)([CH2:14][CH3:15])[C:24]([OH:23])=[O:12]. (3) Given the reactants CS([N:5]1[C:13]2[C:8](=[CH:9][C:10]([C:14]([C:22]3[CH:27]=[CH:26][C:25]([Cl:28])=[CH:24][CH:23]=3)([OH:21])[C:15]3[N:19]([CH3:20])[CH:18]=[N:17][CH:16]=3)=[CH:11][CH:12]=2)[CH:7]=[C:6]1C1C=CC=C(Cl)C=1)(=O)=O.[CH3:36][S:37](Cl)(=[O:39])=[O:38], predict the reaction product. The product is: [CH3:36][S:37]([N:5]1[C:13]2[C:8](=[CH:9][C:10]([C:14]([C:22]3[CH:27]=[CH:26][C:25]([Cl:28])=[CH:24][CH:23]=3)([OH:21])[C:15]3[N:19]([CH3:20])[CH:18]=[N:17][CH:16]=3)=[CH:11][CH:12]=2)[C:7]([C:23]2[CH:22]=[CH:27][CH:26]=[C:25]([Cl:28])[CH:24]=2)=[CH:6]1)(=[O:39])=[O:38]. (4) Given the reactants [CH3:1][C:2]1[C:7]([C:8]([OH:10])=O)=[CH:6][N:5]=[C:4]([C:11]2[S:12][CH:13]=[CH:14][N:15]=2)[N:3]=1.[CH2:16]([C:18]1[C:22]2=[N:23][C:24]([C:27]([F:30])([F:29])[F:28])=[CH:25][CH:26]=[C:21]2[N:20]([NH2:31])[CH:19]=1)[CH3:17].C[N+]1(C2N=C(OC)N=C(OC)N=2)CCOCC1.[Cl-], predict the reaction product. The product is: [CH2:16]([C:18]1[C:22]2=[N:23][C:24]([C:27]([F:29])([F:30])[F:28])=[CH:25][CH:26]=[C:21]2[N:20]([NH:31][C:8]([C:7]2[C:2]([CH3:1])=[N:3][C:4]([C:11]3[S:12][CH:13]=[CH:14][N:15]=3)=[N:5][CH:6]=2)=[O:10])[CH:19]=1)[CH3:17]. (5) Given the reactants [Si]([O:18][CH2:19][C:20]1[CH:25]=[CH:24][CH:23]=[CH:22][C:21]=1[CH2:26][CH:27]([C:38]1[CH:43]=[C:42]([F:44])[CH:41]=[CH:40][C:39]=1[F:45])[S:28]([C:31]1[CH:36]=[CH:35][C:34]([Cl:37])=[CH:33][CH:32]=1)(=[O:30])=[O:29])(C(C)(C)C)(C1C=CC=CC=1)C1C=CC=CC=1.[F-].C([N+](CCCC)(CCCC)CCCC)CCC.O, predict the reaction product. The product is: [Cl:37][C:34]1[CH:33]=[CH:32][C:31]([S:28]([CH:27]([C:38]2[CH:43]=[C:42]([F:44])[CH:41]=[CH:40][C:39]=2[F:45])[CH2:26][C:21]2[CH:22]=[CH:23][CH:24]=[CH:25][C:20]=2[CH2:19][OH:18])(=[O:30])=[O:29])=[CH:36][CH:35]=1. (6) Given the reactants N=[C:2]=N.C1([C:17]2[CH:22]=[CH:21][CH:20]=[CH:19][C:18]=2C[C:17]2[CH:22]=[CH:21][C:20](O)=[CH:19][CH:18]=2)CCCCC1.[NH:24]([C:39]([O:41][C:42]([CH3:45])([CH3:44])[CH3:43])=[O:40])[C@H:25]([C:29]([NH:31][C@H:32]([C:36]([OH:38])=[O:37])[CH:33]([CH3:35])[CH3:34])=[O:30])[CH:26]([CH3:28])[CH3:27].[CH3:46][CH2:47][CH2:48][CH2:49][CH2:50][CH2:51][CH3:52].[CH2:53]1[CH2:57]O[CH2:55][CH2:54]1, predict the reaction product. The product is: [C:20]1([C:48]2([C:47]3[CH:57]=[CH:53][C:54]([O:37][C:36](=[O:38])[CH:32]([NH:31][C:29](=[O:30])[CH:25]([NH:24][C:39]([O:41][C:42]([CH3:45])([CH3:44])[CH3:43])=[O:40])[CH:26]([CH3:28])[CH3:27])[CH:33]([CH3:34])[CH3:35])=[CH:55][CH:46]=3)[CH2:2][CH2:52][CH2:51][CH2:50][CH2:49]2)[CH:19]=[CH:18][CH:17]=[CH:22][CH:21]=1. (7) Given the reactants [OH:1][C@@H:2]([C@@H:4]1[CH2:8][O:7][C:6]([C:9]2[NH:13][C:12]([C:14]3[CH:15]=[C:16]([OH:26])[CH:17]=[C:18]([O:20][C@@H:21]([CH3:25])[CH2:22][O:23][CH3:24])[CH:19]=3)=[CH:11][CH:10]=2)=[N:5]1)[CH3:3].Cl[C:28]1[CH:33]=[N:32][C:31]([S:34]([CH3:37])(=[O:36])=[O:35])=[CH:30][N:29]=1.C(=O)([O-])[O-].[K+].[K+].O, predict the reaction product. The product is: [CH3:24][O:23][CH2:22][C@@H:21]([O:20][C:18]1[CH:19]=[C:14]([C:12]2[NH:13][C:9]([C:6]3[O:7][CH2:8][C@@H:4]([C@H:2]([OH:1])[CH3:3])[N:5]=3)=[CH:10][CH:11]=2)[CH:15]=[C:16]([O:26][C:28]2[CH:33]=[N:32][C:31]([S:34]([CH3:37])(=[O:36])=[O:35])=[CH:30][N:29]=2)[CH:17]=1)[CH3:25]. (8) Given the reactants [F:1][C:2]([F:22])([F:21])[C:3]1[CH:8]=[C:7]([C:9]([F:12])([F:11])[F:10])[CH:6]=[CH:5][C:4]=1[C:13]1[N:14]=[N:15][C:16]([CH2:19]Cl)=[CH:17][CH:18]=1.[F:23][C:24]1[C:29]([F:30])=[CH:28][CH:27]=[CH:26][C:25]=1[C:31]1[NH:39][C:34]2=[CH:35][N:36]=[N:37][CH:38]=[C:33]2[N:32]=1, predict the reaction product. The product is: [F:1][C:2]([F:22])([F:21])[C:3]1[CH:8]=[C:7]([C:9]([F:12])([F:11])[F:10])[CH:6]=[CH:5][C:4]=1[C:13]1[N:14]=[N:15][C:16]([CH2:19][N:36]2[CH:35]=[C:34]3[N:39]=[C:31]([C:25]4[CH:26]=[CH:27][CH:28]=[C:29]([F:30])[C:24]=4[F:23])[N:32]=[C:33]3[CH:38]=[N:37]2)=[CH:17][CH:18]=1. (9) Given the reactants N1C2C(=NC=CC=2)N([O:10][C:11]2[C:12]3[C:19]([CH3:20])=[C:18]([C:21]([O:23][CH3:24])=[O:22])[S:17][C:13]=3[N:14]=[CH:15][N:16]=2)N=1.[C:25]1(B(O)O)[CH:30]=[CH:29][CH:28]=[CH:27][CH:26]=1.C([O-])([O-])=O.[Cs+].[Cs+], predict the reaction product. The product is: [CH3:20][C:19]1[C:12]2[C:11]([O:10][C:25]3[CH:30]=[CH:29][CH:28]=[CH:27][CH:26]=3)=[N:16][CH:15]=[N:14][C:13]=2[S:17][C:18]=1[C:21]([O:23][CH3:24])=[O:22]. (10) Given the reactants [Cl:1][C:2]1[CH:3]=[C:4]([S:9](Cl)(=[O:11])=[O:10])[CH:5]=[CH:6][C:7]=1[Cl:8].[CH3:13][O:14][C:15]1[CH:16]=[N:17][CH:18]=[CH:19][C:20]=1[NH2:21].O.ClCCl, predict the reaction product. The product is: [CH3:13][O:14][C:15]1[CH:16]=[N:17][CH:18]=[CH:19][C:20]=1[NH:21][S:9]([C:4]1[CH:5]=[CH:6][C:7]([Cl:8])=[C:2]([Cl:1])[CH:3]=1)(=[O:11])=[O:10].